Task: Predict the product of the given reaction.. Dataset: Forward reaction prediction with 1.9M reactions from USPTO patents (1976-2016) (1) The product is: [NH2:26][C:24]1[CH:23]=[CH:22][C:19]2[C:20](=[O:21])[C:14]3[CH:13]=[CH:12][C:11]([N:6]4[CH:10]=[N:9][N:8]=[N:7]4)=[CH:29][C:15]=3[O:16][CH2:17][C:18]=2[CH:25]=1. Given the reactants O.O.[Sn](Cl)Cl.[N:6]1([C:11]2[CH:12]=[CH:13][C:14]3[C:20](=[O:21])[C:19]4[CH:22]=[CH:23][C:24]([N+:26]([O-])=O)=[CH:25][C:18]=4[CH2:17][O:16][C:15]=3[CH:29]=2)[CH:10]=[N:9][N:8]=[N:7]1, predict the reaction product. (2) Given the reactants [O:1]1[CH2:6][CH2:5][CH:4]([NH2:7])[CH2:3][CH2:2]1.[Si:8]([O:15][CH2:16][C@@H:17]([N:26]1[CH:31]=[CH:30][C:29]([C:32]2[CH:37]=[CH:36][N:35]=[C:34](S(C)(=O)=O)[N:33]=2)=[CH:28][C:27]1=[O:42])[C:18]1[CH:23]=[CH:22][C:21]([F:24])=[C:20]([Cl:25])[CH:19]=1)([C:11]([CH3:14])([CH3:13])[CH3:12])([CH3:10])[CH3:9], predict the reaction product. The product is: [Si:8]([O:15][CH2:16][C@@H:17]([N:26]1[CH:31]=[CH:30][C:29]([C:32]2[CH:37]=[CH:36][N:35]=[C:34]([NH:7][CH:4]3[CH2:5][CH2:6][O:1][CH2:2][CH2:3]3)[N:33]=2)=[CH:28][C:27]1=[O:42])[C:18]1[CH:23]=[CH:22][C:21]([F:24])=[C:20]([Cl:25])[CH:19]=1)([C:11]([CH3:14])([CH3:12])[CH3:13])([CH3:10])[CH3:9]. (3) The product is: [Cl:27][C:14]1[CH:13]=[C:12]([CH2:11][CH2:10][C:9]([NH:8][C:5]2[CH:6]=[CH:7][C:2]([Cl:1])=[C:3]([C:20]([F:21])([F:22])[F:23])[CH:4]=2)=[O:19])[CH:17]=[CH:16][C:15]=1[OH:18]. Given the reactants [Cl:1][C:2]1[CH:7]=[CH:6][C:5]([NH:8][C:9](=[O:19])[CH2:10][CH2:11][C:12]2[CH:17]=[CH:16][C:15]([OH:18])=[CH:14][CH:13]=2)=[CH:4][C:3]=1[C:20]([F:23])([F:22])[F:21].S(Cl)([Cl:27])(=O)=O, predict the reaction product. (4) Given the reactants O=[C:2]([CH2:9][O:10][C:11]1[CH:16]=[CH:15][CH:14]=[CH:13][CH:12]=1)[CH2:3][C:4]([O:6]CC)=O.[NH:17]([C:19]1[CH:24]=[CH:23][CH:22]=[CH:21][N:20]=1)[NH2:18], predict the reaction product. The product is: [O:10]([CH2:9][C:2]1[CH:3]=[C:4]([OH:6])[N:17]([C:19]2[CH:24]=[CH:23][CH:22]=[CH:21][N:20]=2)[N:18]=1)[C:11]1[CH:12]=[CH:13][CH:14]=[CH:15][CH:16]=1. (5) Given the reactants [C:1]([O:5][C:6]([N:8]1[C:16]2[C:11](=[CH:12][CH:13]=[CH:14][CH:15]=2)[C:10]([CH2:17][OH:18])=[CH:9]1)=[O:7])([CH3:4])([CH3:3])[CH3:2].C(N(CC)CC)C.[C:26](Cl)(=[O:42])[CH2:27][CH2:28][CH2:29][CH2:30][CH2:31][CH2:32][CH2:33][CH2:34][CH2:35][CH2:36][CH2:37][CH2:38][CH2:39][CH2:40][CH3:41].C(=O)(O)[O-].[Na+], predict the reaction product. The product is: [C:1]([O:5][C:6]([N:8]1[C:16]2[C:11](=[CH:12][CH:13]=[CH:14][CH:15]=2)[C:10]([CH2:17][O:18][C:26](=[O:42])[CH2:27][CH2:28][CH2:29][CH2:30][CH2:31][CH2:32][CH2:33][CH2:34][CH2:35][CH2:36][CH2:37][CH2:38][CH2:39][CH2:40][CH3:41])=[CH:9]1)=[O:7])([CH3:4])([CH3:2])[CH3:3]. (6) Given the reactants [Br:1][C:2]1[CH:3]=[N:4][C:5]2[N:6]([N:8]=[C:9]([C:11]([OH:13])=O)[CH:10]=2)[CH:7]=1.[CH3:14][C:15]1[S:23][C:22]2[CH2:21][CH2:20][NH:19][CH:18]([CH3:24])[C:17]=2[C:16]=1[CH3:25], predict the reaction product. The product is: [Br:1][C:2]1[CH:3]=[N:4][C:5]2[N:6]([N:8]=[C:9]([C:11]([N:19]3[CH2:20][CH2:21][C:22]4[S:23][C:15]([CH3:14])=[C:16]([CH3:25])[C:17]=4[CH:18]3[CH3:24])=[O:13])[CH:10]=2)[CH:7]=1.